This data is from Forward reaction prediction with 1.9M reactions from USPTO patents (1976-2016). The task is: Predict the product of the given reaction. (1) Given the reactants [CH3:1][O:2][CH2:3][CH2:4][CH2:5][CH2:6][N:7]1[C:12]2[CH:13]=[C:14]([C:21](O)=[O:22])[C:15]([C:17]([F:20])([F:19])[F:18])=[CH:16][C:11]=2[O:10][C:9]([CH3:25])([CH3:24])[C:8]1=[O:26].[NH2:27][C@H:28]1[C@H:33]([C:34]2[CH:39]=[CH:38][CH:37]=[CH:36][CH:35]=2)[CH2:32][CH2:31][N:30]([C:40]([O:42][C:43]([CH3:46])([CH3:45])[CH3:44])=[O:41])[CH2:29]1, predict the reaction product. The product is: [CH3:1][O:2][CH2:3][CH2:4][CH2:5][CH2:6][N:7]1[C:12]2[CH:13]=[C:14]([C:21]([NH:27][C@H:28]3[C@H:33]([C:34]4[CH:39]=[CH:38][CH:37]=[CH:36][CH:35]=4)[CH2:32][CH2:31][N:30]([C:40]([O:42][C:43]([CH3:46])([CH3:45])[CH3:44])=[O:41])[CH2:29]3)=[O:22])[C:15]([C:17]([F:19])([F:18])[F:20])=[CH:16][C:11]=2[O:10][C:9]([CH3:25])([CH3:24])[C:8]1=[O:26]. (2) Given the reactants [C:1]([O:5][C:6]([N:8]1[CH2:13][CH2:12][CH:11]([NH:14][C:15]2[O:16][C:17]3[CH:23]=[CH:22][C:21]([NH2:24])=[CH:20][C:18]=3[N:19]=2)[CH2:10][CH2:9]1)=[O:7])([CH3:4])([CH3:3])[CH3:2].[CH:25]1([C:29](Cl)=[O:30])[CH2:28][CH2:27][CH2:26]1.C(N(C(C)C)CC)(C)C.O, predict the reaction product. The product is: [C:1]([O:5][C:6]([N:8]1[CH2:13][CH2:12][CH:11]([NH:14][C:15]2[O:16][C:17]3[CH:23]=[CH:22][C:21]([NH:24][C:29]([CH:25]4[CH2:28][CH2:27][CH2:26]4)=[O:30])=[CH:20][C:18]=3[N:19]=2)[CH2:10][CH2:9]1)=[O:7])([CH3:4])([CH3:2])[CH3:3].